Dataset: Full USPTO retrosynthesis dataset with 1.9M reactions from patents (1976-2016). Task: Predict the reactants needed to synthesize the given product. Given the product [Br:35][C:20]1[C:19]([C:21]2[CH:26]=[CH:25][CH:24]=[CH:23][CH:22]=2)=[N:18][N:15]2[C:16]([Cl:17])=[C:11]([CH:6]([O:5][C:1]([CH3:4])([CH3:3])[CH3:2])[C:7]([O:9][CH3:10])=[O:8])[C:12]([CH3:27])=[N:13][C:14]=12, predict the reactants needed to synthesize it. The reactants are: [C:1]([O:5][CH:6]([C:11]1[C:12]([CH3:27])=[N:13][C:14]2[N:15]([N:18]=[C:19]([C:21]3[CH:26]=[CH:25][CH:24]=[CH:23][CH:22]=3)[CH:20]=2)[C:16]=1[Cl:17])[C:7]([O:9][CH3:10])=[O:8])([CH3:4])([CH3:3])[CH3:2].C1C(=O)N([Br:35])C(=O)C1.